Predict which catalyst facilitates the given reaction. From a dataset of Catalyst prediction with 721,799 reactions and 888 catalyst types from USPTO. (1) Reactant: ClN1C(=O)CCC1=O.[Br:9][C:10]1[CH:11]=[C:12]([SH:16])[CH:13]=[CH:14][CH:15]=1.[Cl:17][C:18]1[CH:26]=[C:25]2[C:21]([CH:22]=[CH:23][NH:24]2)=[CH:20][CH:19]=1. Product: [Br:9][C:10]1[CH:11]=[C:12]([S:16][C:22]2[C:21]3[C:25](=[CH:26][C:18]([Cl:17])=[CH:19][CH:20]=3)[NH:24][CH:23]=2)[CH:13]=[CH:14][CH:15]=1. The catalyst class is: 2. (2) Reactant: [CH:1]1([CH2:4][O:5][C:6]2[CH:11]=[CH:10][C:9]([S:12]([CH3:15])(=[O:14])=[O:13])=[CH:8][C:7]=2[C:16]2[CH:17]=[C:18](I)[C:19](=[O:23])[N:20]([CH3:22])[CH:21]=2)[CH2:3][CH2:2]1.[CH3:25][CH:26]([N:28]1[CH:32]=[C:31]([OH:33])[CH:30]=[N:29]1)[CH3:27].CC(C)(C(=O)CC(=O)C(C)(C)C)C.[O-]P([O-])([O-])=O.[K+].[K+].[K+]. Product: [CH:1]1([CH2:4][O:5][C:6]2[CH:11]=[CH:10][C:9]([S:12]([CH3:15])(=[O:14])=[O:13])=[CH:8][C:7]=2[C:16]2[CH:17]=[C:18]([O:33][C:31]3[CH:30]=[N:29][N:28]([CH:26]([CH3:27])[CH3:25])[CH:32]=3)[C:19](=[O:23])[N:20]([CH3:22])[CH:21]=2)[CH2:3][CH2:2]1. The catalyst class is: 156. (3) Reactant: [CH2:1]([O:3][C:4](=[O:22])[CH2:5][CH:6]1[CH2:11][CH2:10][CH:9]([C:12]2[CH:17]=[CH:16][C:15]([C:18](=O)[CH2:19]Br)=[CH:14][CH:13]=2)[CH2:8][CH2:7]1)[CH3:2].[CH3:23][O:24][C:25]1[CH:26]=[C:27]([NH:31][C:32]([NH2:34])=[S:33])[CH:28]=[CH:29][CH:30]=1.C([O-])([O-])=O.[Na+].[Na+]. Product: [CH2:1]([O:3][C:4](=[O:22])[CH2:5][CH:6]1[CH2:11][CH2:10][CH:9]([C:12]2[CH:17]=[CH:16][C:15]([C:18]3[N:34]=[C:32]([NH:31][C:27]4[CH:28]=[CH:29][CH:30]=[C:25]([O:24][CH3:23])[CH:26]=4)[S:33][CH:19]=3)=[CH:14][CH:13]=2)[CH2:8][CH2:7]1)[CH3:2]. The catalyst class is: 301. (4) Reactant: [F:1][C:2]1[CH:7]=[CH:6][C:5]([NH:8][C:9]2[C:10]3[C:17]([CH3:18])=[C:16]([C:19]([O:21][CH3:22])=[O:20])[S:15][C:11]=3[N:12]=[CH:13][N:14]=2)=[C:4]([OH:23])[CH:3]=1.Br[CH2:25][CH:26]1[CH2:31][CH2:30][O:29][CH2:28][CH2:27]1.C(=O)([O-])[O-].[K+].[K+]. The catalyst class is: 31. Product: [CH3:22][O:21][C:19]([C:16]1[S:15][C:11]2[N:12]=[CH:13][N:14]=[C:9]([NH:8][C:5]3[CH:6]=[CH:7][C:2]([F:1])=[CH:3][C:4]=3[O:23][CH2:25][CH:26]3[CH2:31][CH2:30][O:29][CH2:28][CH2:27]3)[C:10]=2[C:17]=1[CH3:18])=[O:20].